From a dataset of Catalyst prediction with 721,799 reactions and 888 catalyst types from USPTO. Predict which catalyst facilitates the given reaction. (1) Reactant: [B-](F)(F)(F)F.[CH3:6][N:7](C(ON1C(=O)CCC1=O)=[N+](C)C)[CH3:8].[F:21][C:22]1[CH:23]=[C:24]([N:29]([CH3:52])[CH:30]([C:32]2[CH:33]=[C:34]([C:49](O)=[O:50])[CH:35]=[C:36]3[C:41]=2[O:40][C:39]([N:42]2[CH2:47][CH2:46][O:45][CH2:44][CH2:43]2)=[CH:38][C:37]3=[O:48])[CH3:31])[CH:25]=[C:26]([F:28])[CH:27]=1.C(N(C(C)C)C(C)C)C.CNC. Product: [F:28][C:26]1[CH:25]=[C:24]([N:29]([CH3:52])[CH:30]([C:32]2[CH:33]=[C:34]([C:49]([N:7]([CH3:8])[CH3:6])=[O:50])[CH:35]=[C:36]3[C:41]=2[O:40][C:39]([N:42]2[CH2:43][CH2:44][O:45][CH2:46][CH2:47]2)=[CH:38][C:37]3=[O:48])[CH3:31])[CH:23]=[C:22]([F:21])[CH:27]=1. The catalyst class is: 34. (2) Reactant: [S-:1][C:2]#[N:3].[K+].[NH2:5][C:6]1[CH:32]=[CH:31][C:9]([O:10][C:11]2[CH:12]=[C:13]([NH:17][C:18](=[O:30])[C:19]3[CH:24]=[CH:23][CH:22]=[C:21]([C:25]([C:28]#[N:29])([CH3:27])[CH3:26])[CH:20]=3)[CH:14]=[CH:15][CH:16]=2)=[C:8]([F:33])[CH:7]=1.BrBr. Product: [NH2:3][C:2]1[S:1][C:32]2[CH:31]=[C:9]([O:10][C:11]3[CH:12]=[C:13]([NH:17][C:18](=[O:30])[C:19]4[CH:24]=[CH:23][CH:22]=[C:21]([C:25]([C:28]#[N:29])([CH3:27])[CH3:26])[CH:20]=4)[CH:14]=[CH:15][CH:16]=3)[C:8]([F:33])=[CH:7][C:6]=2[N:5]=1. The catalyst class is: 15. (3) Reactant: [C:1]([O-])(=O)C.[K+].CS(C)=O.Br[C:11]1[CH:12]=[N:13][N:14]([CH3:19])[C:15]=1[C:16]([O-:18])=[O:17].[CH3:20][C:21]1([CH3:35])[CH2:26][O:25][B:24]([B:24]2[O:25][CH2:26][C:21]([CH3:35])([CH3:20])[CH2:22][O:23]2)[O:23][CH2:22]1. Product: [CH3:20][C:21]1([CH3:35])[CH2:26][O:25][B:24]([C:11]2[CH:12]=[N:13][N:14]([CH3:19])[C:15]=2[C:16]([O:18][CH3:1])=[O:17])[O:23][CH2:22]1. The catalyst class is: 6. (4) Reactant: [NH2:1][C:2]([NH2:4])=[O:3].N[C:6]1[CH:13]=[C:12]([Cl:14])[CH:11]=[CH:10][C:7]=1[CH:8]=O. Product: [OH:3][C:2]1[N:4]=[CH:8][C:7]2[C:10](=[CH:11][C:12]([Cl:14])=[CH:13][CH:6]=2)[N:1]=1. The catalyst class is: 6. (5) Reactant: [F:1][C:2]1[C:32]([F:33])=[CH:31][C:5]2[NH:6][C:7]([CH2:9][CH:10]3[CH2:15][CH2:14][CH2:13][CH2:12][N:11]3[C:16]([C:18]3[N:19]=[C:20]([CH3:30])[S:21][C:22]=3[C:23]3[CH:28]=[CH:27][C:26]([F:29])=[CH:25][CH:24]=3)=[O:17])=[N:8][C:4]=2[CH:3]=1.[H-].[Na+].I[CH3:37].O. Product: [F:1][C:2]1[C:32]([F:33])=[CH:31][C:5]2[N:6]=[C:7]([CH:9]([CH:10]3[CH2:15][CH2:14][CH2:13][CH2:12][N:11]3[C:16]([C:18]3[N:19]=[C:20]([CH3:30])[S:21][C:22]=3[C:23]3[CH:28]=[CH:27][C:26]([F:29])=[CH:25][CH:24]=3)=[O:17])[CH3:37])[NH:8][C:4]=2[CH:3]=1. The catalyst class is: 517. (6) Reactant: [OH:1][C:2]1[CH:11]=[C:10]([O:12][CH2:13][CH2:14][CH2:15][S:16]([OH:19])(=[O:18])=[O:17])[CH:9]=[C:8]2[C:3]=1[C:4](=[O:29])[CH2:5][CH:6]([C:20]1[CH:25]=[CH:24][C:23]([O:26][CH3:27])=[C:22]([OH:28])[CH:21]=1)[O:7]2.[OH-].[K+:31]. Product: [K+:31].[OH:1][C:2]1[CH:11]=[C:10]([O:12][CH2:13][CH2:14][CH2:15][S:16]([O-:19])(=[O:17])=[O:18])[CH:9]=[C:8]2[C:3]=1[C:4](=[O:29])[CH2:5][CH:6]([C:20]1[CH:25]=[CH:24][C:23]([O:26][CH3:27])=[C:22]([OH:28])[CH:21]=1)[O:7]2. The catalyst class is: 5. (7) Reactant: [CH3:1][C:2]1[CH:3]=[CH:4][C:5]([NH:21][C:22]([C:24]2[CH:25]=[CH:26][C:27]([CH2:30][N:31]3[CH2:36][CH2:35][N:34]([CH3:37])[CH2:33][CH2:32]3)=[CH:28][CH:29]=2)=[O:23])=[CH:6][C:7]=1[NH:8][C:9]1[N:10]=[CH:11][CH:12]=[C:13]([C:15]2[CH:16]=[CH:17][CH:18]=[N:19][CH:20]=2)[N:14]=1.[CH3:38][S:39]([OH:42])(=[O:41])=[O:40]. Product: [CH3:1][C:2]1[CH:3]=[CH:4][C:5]([NH:21][C:22]([C:24]2[CH:29]=[CH:28][C:27]([CH2:30][N:31]3[CH2:32][CH2:33][N:34]([CH3:37])[CH2:35][CH2:36]3)=[CH:26][CH:25]=2)=[O:23])=[CH:6][C:7]=1[NH:8][C:9]1[N:10]=[CH:11][CH:12]=[C:13]([C:15]2[CH:16]=[CH:17][CH:18]=[N:19][CH:20]=2)[N:14]=1.[CH3:38][S:39]([OH:42])(=[O:41])=[O:40]. The catalyst class is: 657. (8) Reactant: S1C=CC=C1S(C[S:10]([C:13]([F:16])([F:15])[F:14])(=[O:12])=[O:11])(=O)=O.[S:17](N=[N+]=[N-])([C:20]1C=CC(C)=[CH:22][CH:21]=1)(=O)=O.C([N:32]([CH2:35][CH3:36])CC)C.O.C(#[N:40])C. Product: [S:17]1[CH:20]=[CH:21][CH:22]=[C:36]1[C:35]([S:10]([C:13]([F:14])([F:15])[F:16])(=[O:11])=[O:12])=[N+:32]=[N-:40]. The catalyst class is: 4. (9) Reactant: [NH2:1][C:2]1[N:7]=[C:6]([C@:8]2([CH3:20])[CH2:13][O:12][C@@:11]([CH3:18])([C:14]([F:17])([F:16])[F:15])[C:10]([NH2:19])=[N:9]2)[CH:5]=[CH:4][CH:3]=1.[CH3:21][C:22]([O:25][C:26](O[C:26]([O:25][C:22]([CH3:24])([CH3:23])[CH3:21])=[O:27])=[O:27])([CH3:24])[CH3:23].CCN(C(C)C)C(C)C. Product: [C:22]([O:25][C:26](=[O:27])[NH:19][C:10]1[C@:11]([CH3:18])([C:14]([F:17])([F:16])[F:15])[O:12][CH2:13][C@:8]([C:6]2[CH:5]=[CH:4][CH:3]=[C:2]([NH2:1])[N:7]=2)([CH3:20])[N:9]=1)([CH3:24])([CH3:23])[CH3:21]. The catalyst class is: 168.